From a dataset of NCI-60 drug combinations with 297,098 pairs across 59 cell lines. Regression. Given two drug SMILES strings and cell line genomic features, predict the synergy score measuring deviation from expected non-interaction effect. (1) Drug 1: CC1=C(C=C(C=C1)NC2=NC=CC(=N2)N(C)C3=CC4=NN(C(=C4C=C3)C)C)S(=O)(=O)N.Cl. Drug 2: COC1=C2C(=CC3=C1OC=C3)C=CC(=O)O2. Cell line: IGROV1. Synergy scores: CSS=-6.90, Synergy_ZIP=-0.128, Synergy_Bliss=-6.66, Synergy_Loewe=-7.59, Synergy_HSA=-7.11. (2) Drug 1: C1=NC2=C(N1)C(=S)N=CN2. Drug 2: CN(C(=O)NC(C=O)C(C(C(CO)O)O)O)N=O. Cell line: SK-OV-3. Synergy scores: CSS=35.5, Synergy_ZIP=-1.61, Synergy_Bliss=1.29, Synergy_Loewe=-56.2, Synergy_HSA=0.202. (3) Drug 1: CC1=C(C=C(C=C1)NC2=NC=CC(=N2)N(C)C3=CC4=NN(C(=C4C=C3)C)C)S(=O)(=O)N.Cl. Drug 2: CCC1(CC2CC(C3=C(CCN(C2)C1)C4=CC=CC=C4N3)(C5=C(C=C6C(=C5)C78CCN9C7C(C=CC9)(C(C(C8N6C=O)(C(=O)OC)O)OC(=O)C)CC)OC)C(=O)OC)O.OS(=O)(=O)O. Cell line: TK-10. Synergy scores: CSS=1.80, Synergy_ZIP=0.984, Synergy_Bliss=0.496, Synergy_Loewe=-1.90, Synergy_HSA=-1.88.